Dataset: Full USPTO retrosynthesis dataset with 1.9M reactions from patents (1976-2016). Task: Predict the reactants needed to synthesize the given product. (1) The reactants are: [CH2:1]([S:6][C:7]1[S:8][C:9]2[CH:15]=[C:14]([S:16]([N:19]([CH2:25][C:26]3[CH:31]=CC=C[CH:27]=3)[C@H](C)C(O)=O)(=[O:18])=[O:17])[CH:13]=[CH:12][C:10]=2[N:11]=1)CCCC.C(Cl)(=O)[C:33]([Cl:35])=[O:34].CN(C=O)C. Given the product [CH3:31][CH:26]([CH3:27])[C@@H:25]([NH:19][S:16]([C:14]1[CH:13]=[CH:12][C:10]2[N:11]=[C:7]([S:6][CH3:1])[S:8][C:9]=2[CH:15]=1)(=[O:17])=[O:18])[C:33]([Cl:35])=[O:34], predict the reactants needed to synthesize it. (2) Given the product [Cl:21][C:22]1[CH:23]=[C:24]([S:28]([NH:1][C:2]2[CH:11]=[CH:10][C:9]3[NH:8][C:7](=[O:12])[C:6]4[NH:13][CH:14]=[CH:15][C:5]=4[C:4]=3[CH:3]=2)(=[O:30])=[O:29])[CH:25]=[CH:26][CH:27]=1.[CH2:16]([C:18]([O-:20])=[O:19])[CH3:17], predict the reactants needed to synthesize it. The reactants are: [NH2:1][C:2]1[CH:11]=[CH:10][C:9]2[NH:8][C:7](=[O:12])[C:6]3[NH:13][CH:14]=[CH:15][C:5]=3[C:4]=2[CH:3]=1.[CH2:16]([C:18]([O-:20])=[O:19])[CH3:17].[Cl:21][C:22]1[CH:23]=[C:24]([S:28](Cl)(=[O:30])=[O:29])[CH:25]=[CH:26][CH:27]=1. (3) Given the product [O:43]=[C:18]1[NH:19][C:20]([C:28]([N:30]2[CH2:31][CH2:32][N:33]([C:36]([O:38][C:39]([CH3:42])([CH3:41])[CH3:40])=[O:37])[CH2:34][CH2:35]2)=[O:29])=[C:21]([C:22]2[CH:27]=[CH:26][CH:25]=[CH:24][CH:23]=2)[N:17]1[CH:13]1[CH2:14][CH2:15][CH2:16][NH:11][CH2:12]1, predict the reactants needed to synthesize it. The reactants are: C(OC([N:11]1[CH2:16][CH2:15][CH2:14][CH:13]([N:17]2[C:21]([C:22]3[CH:27]=[CH:26][CH:25]=[CH:24][CH:23]=3)=[C:20]([C:28]([N:30]3[CH2:35][CH2:34][N:33]([C:36]([O:38][C:39]([CH3:42])([CH3:41])[CH3:40])=[O:37])[CH2:32][CH2:31]3)=[O:29])[NH:19][C:18]2=[O:43])[CH2:12]1)=O)C1C=CC=CC=1. (4) Given the product [CH3:15][N:16]([CH:18]=[C:3]1[C:2](=[O:1])[CH2:7][CH2:6][CH:5]([C:8]([O:10][CH2:11][CH3:12])=[O:9])[CH2:4]1)[CH3:17], predict the reactants needed to synthesize it. The reactants are: [O:1]=[C:2]1[CH2:7][CH2:6][CH:5]([C:8]([O:10][CH2:11][CH3:12])=[O:9])[CH2:4][CH2:3]1.CO[CH:15](OC)[N:16]([CH3:18])[CH3:17].C(N(CC)CC)C. (5) Given the product [N:1]1[CH:6]=[CH:5][C:4]([O:7][C:8]2[CH:9]=[C:10]([CH:13]=[CH:14][CH:15]=2)[CH2:11][NH:26][C@@H:16]2[C:25]3[C:20](=[CH:21][CH:22]=[CH:23][CH:24]=3)[CH2:19][CH2:18][CH2:17]2)=[CH:3][CH:2]=1, predict the reactants needed to synthesize it. The reactants are: [N:1]1[CH:6]=[CH:5][C:4]([O:7][C:8]2[CH:9]=[C:10]([CH:13]=[CH:14][CH:15]=2)[CH:11]=O)=[CH:3][CH:2]=1.[C@@H:16]1([NH2:26])[C:25]2[C:20](=[CH:21][CH:22]=[CH:23][CH:24]=2)[CH2:19][CH2:18][CH2:17]1.[BH4-].[Na+]. (6) The reactants are: [C:1]([O:5][C:6]([N:8]1[CH2:13][CH2:12][CH:11]([O:14][C:15]2[C:20]([CH3:21])=[CH:19][C:18]([N+:22]([O-])=O)=[CH:17][C:16]=2[C:25](=[O:27])[NH2:26])[CH2:10][CH2:9]1)=[O:7])([CH3:4])([CH3:3])[CH3:2]. Given the product [C:1]([O:5][C:6]([N:8]1[CH2:9][CH2:10][CH:11]([O:14][C:15]2[C:20]([CH3:21])=[CH:19][C:18]([NH2:22])=[CH:17][C:16]=2[C:25](=[O:27])[NH2:26])[CH2:12][CH2:13]1)=[O:7])([CH3:4])([CH3:2])[CH3:3], predict the reactants needed to synthesize it. (7) Given the product [CH:21]1([N:10]2[C:9]3[N:8]=[C:7]([N:3]4[CH:4]=[CH:5][N:6]=[C:2]4[N:28]4[CH2:29][CH2:30][O:26][C:27]4=[O:31])[N:16]=[CH:15][C:14]=3[N:13]([CH3:17])[C:12](=[O:18])[C@H:11]2[CH2:19][CH3:20])[CH2:25][CH2:24][CH2:23][CH2:22]1, predict the reactants needed to synthesize it. The reactants are: Br[C:2]1[N:3]([C:7]2[N:16]=[CH:15][C:14]3[N:13]([CH3:17])[C:12](=[O:18])[C@@H:11]([CH2:19][CH3:20])[N:10]([CH:21]4[CH2:25][CH2:24][CH2:23][CH2:22]4)[C:9]=3[N:8]=2)[CH:4]=[CH:5][N:6]=1.[O:26]1[CH2:30][CH2:29][NH:28][C:27]1=[O:31].CN[C@@H]1CCCC[C@H]1NC.C([O-])([O-])=O.[K+].[K+].